From a dataset of NCI-60 drug combinations with 297,098 pairs across 59 cell lines. Regression. Given two drug SMILES strings and cell line genomic features, predict the synergy score measuring deviation from expected non-interaction effect. (1) Drug 1: CC12CCC(CC1=CCC3C2CCC4(C3CC=C4C5=CN=CC=C5)C)O. Drug 2: C1=CC(=CC=C1CCCC(=O)O)N(CCCl)CCCl. Cell line: HT29. Synergy scores: CSS=8.51, Synergy_ZIP=-4.80, Synergy_Bliss=0.150, Synergy_Loewe=-2.33, Synergy_HSA=0.326. (2) Drug 1: C1=C(C(=O)NC(=O)N1)F. Drug 2: C1=CN(C(=O)N=C1N)C2C(C(C(O2)CO)O)O.Cl. Cell line: MDA-MB-231. Synergy scores: CSS=28.9, Synergy_ZIP=-8.85, Synergy_Bliss=-4.96, Synergy_Loewe=0.910, Synergy_HSA=1.94. (3) Drug 1: CCC1=CC2CC(C3=C(CN(C2)C1)C4=CC=CC=C4N3)(C5=C(C=C6C(=C5)C78CCN9C7C(C=CC9)(C(C(C8N6C)(C(=O)OC)O)OC(=O)C)CC)OC)C(=O)OC.C(C(C(=O)O)O)(C(=O)O)O. Drug 2: C1CN(P(=O)(OC1)NCCCl)CCCl. Cell line: LOX IMVI. Synergy scores: CSS=35.8, Synergy_ZIP=-1.64, Synergy_Bliss=-3.29, Synergy_Loewe=-15.0, Synergy_HSA=-1.69. (4) Drug 1: CC1C(C(=O)NC(C(=O)N2CCCC2C(=O)N(CC(=O)N(C(C(=O)O1)C(C)C)C)C)C(C)C)NC(=O)C3=C4C(=C(C=C3)C)OC5=C(C(=O)C(=C(C5=N4)C(=O)NC6C(OC(=O)C(N(C(=O)CN(C(=O)C7CCCN7C(=O)C(NC6=O)C(C)C)C)C)C(C)C)C)N)C. Drug 2: CCCCCOC(=O)NC1=NC(=O)N(C=C1F)C2C(C(C(O2)C)O)O. Cell line: OVCAR-5. Synergy scores: CSS=0.0690, Synergy_ZIP=4.84, Synergy_Bliss=0.0725, Synergy_Loewe=-18.9, Synergy_HSA=-0.929. (5) Cell line: NCI-H522. Drug 1: C1=CC(=CC=C1CCCC(=O)O)N(CCCl)CCCl. Synergy scores: CSS=18.1, Synergy_ZIP=-11.2, Synergy_Bliss=-5.47, Synergy_Loewe=-9.55, Synergy_HSA=-3.52. Drug 2: CS(=O)(=O)OCCCCOS(=O)(=O)C. (6) Drug 1: CN(C)C1=NC(=NC(=N1)N(C)C)N(C)C. Drug 2: C1=CN(C=N1)CC(O)(P(=O)(O)O)P(=O)(O)O. Cell line: NCI-H226. Synergy scores: CSS=0.982, Synergy_ZIP=-0.984, Synergy_Bliss=-0.763, Synergy_Loewe=-48.8, Synergy_HSA=-3.16. (7) Drug 1: CCCCCOC(=O)NC1=NC(=O)N(C=C1F)C2C(C(C(O2)C)O)O. Drug 2: N.N.Cl[Pt+2]Cl. Cell line: CCRF-CEM. Synergy scores: CSS=40.2, Synergy_ZIP=-1.87, Synergy_Bliss=-1.20, Synergy_Loewe=-10.8, Synergy_HSA=0.271. (8) Drug 1: C1=NC2=C(N1)C(=S)N=C(N2)N. Drug 2: C1=NC2=C(N=C(N=C2N1C3C(C(C(O3)CO)O)F)Cl)N. Cell line: MALME-3M. Synergy scores: CSS=31.2, Synergy_ZIP=-6.42, Synergy_Bliss=-2.17, Synergy_Loewe=-8.34, Synergy_HSA=-0.945.